Dataset: Full USPTO retrosynthesis dataset with 1.9M reactions from patents (1976-2016). Task: Predict the reactants needed to synthesize the given product. (1) Given the product [ClH:3].[NH2:16][N:7]1[CH:8]=[C:4]([Cl:3])[CH:5]=[C:6]1[C:9]([O:11][CH3:12])=[O:10], predict the reactants needed to synthesize it. The reactants are: [H-].[Na+].[Cl:3][C:4]1[CH:5]=[C:6]([C:9]([O:11][CH3:12])=[O:10])[NH:7][CH:8]=1.O.Cl.C[N:16](C=O)C. (2) Given the product [F:29][C:10]1[CH:11]=[C:12]([NH:15][C:16](=[O:28])[CH2:17][C:18]([NH:20][C:21]2[CH:26]=[CH:25][C:24]([F:27])=[CH:23][CH:22]=2)=[O:19])[CH:13]=[CH:14][C:9]=1[O:8][C:4]1[CH:3]=[C:2]([NH:31][CH3:30])[N:7]=[CH:6][N:5]=1, predict the reactants needed to synthesize it. The reactants are: Cl[C:2]1[N:7]=[CH:6][N:5]=[C:4]([O:8][C:9]2[CH:14]=[CH:13][C:12]([NH:15][C:16](=[O:28])[CH2:17][C:18]([NH:20][C:21]3[CH:26]=[CH:25][C:24]([F:27])=[CH:23][CH:22]=3)=[O:19])=[CH:11][C:10]=2[F:29])[CH:3]=1.[CH3:30][NH2:31].C1COCC1. (3) Given the product [NH2:1][C:2]1[C:7]([N+:9]([O-:11])=[O:10])=[C:6]([Cl:8])[CH:5]=[CH:4][N:3]=1, predict the reactants needed to synthesize it. The reactants are: [NH2:1][C:2]1[CH:7]=[C:6]([Cl:8])[CH:5]=[CH:4][N:3]=1.[N+:9]([O-])([OH:11])=[O:10].O. (4) Given the product [O:21]1[C:26]2[CH:27]=[CH:28][C:29]([CH2:31][N:32]([CH:40]3[CH2:45][CH2:44][N:43]([CH2:14][CH2:13][N:10]4[C:11]5[C:6](=[CH:5][CH:4]=[C:3]([O:2][CH3:1])[CH:12]=5)[C:7]([C:17]([NH:19][CH3:20])=[O:18])=[CH:8][C:9]4=[O:16])[CH2:42][CH2:41]3)[C:33](=[O:39])[O:34][C:35]([CH3:38])([CH3:36])[CH3:37])=[CH:30][C:25]=2[O:24][CH2:23][CH2:22]1, predict the reactants needed to synthesize it. The reactants are: [CH3:1][O:2][C:3]1[CH:12]=[C:11]2[C:6]([C:7]([C:17]([NH:19][CH3:20])=[O:18])=[CH:8][C:9](=[O:16])[N:10]2[CH2:13][CH:14]=O)=[CH:5][CH:4]=1.[O:21]1[C:26]2[CH:27]=[CH:28][C:29]([CH2:31][N:32]([CH:40]3[CH2:45][CH2:44][NH:43][CH2:42][CH2:41]3)[C:33](=[O:39])[O:34][C:35]([CH3:38])([CH3:37])[CH3:36])=[CH:30][C:25]=2[O:24][CH2:23][CH2:22]1.C(O[BH-](OC(=O)C)OC(=O)C)(=O)C.[Na+].C(=O)([O-])O.[Na+]. (5) Given the product [Br:21][C:6]1[N:1]=[CH:2][C:3]([N:7]2[CH2:13][CH2:12][CH2:11][N:10]([C:14]([O:16][C:17]([CH3:20])([CH3:19])[CH3:18])=[O:15])[CH2:9][CH2:8]2)=[CH:4][CH:5]=1, predict the reactants needed to synthesize it. The reactants are: [N:1]1[CH:6]=[CH:5][CH:4]=[C:3]([N:7]2[CH2:13][CH2:12][CH2:11][N:10]([C:14]([O:16][C:17]([CH3:20])([CH3:19])[CH3:18])=[O:15])[CH2:9][CH2:8]2)[CH:2]=1.[Br:21]N1C(=O)CCC1=O.O.